This data is from Full USPTO retrosynthesis dataset with 1.9M reactions from patents (1976-2016). The task is: Predict the reactants needed to synthesize the given product. The reactants are: [CH3:1][O:2][C:3]1[CH:8]=[CH:7][CH:6]=[C:5]([NH2:9])[CH:4]=1.C1([C:12](=[CH:14][CH:15]=[CH:16][CH:17]=1)O)O.[CH3:18]C(C)=O. Given the product [CH3:1][O:2][C:3]1[CH:4]=[C:5]2[C:6]([C:14]([CH3:12])=[CH:15][C:16]([CH3:17])([CH3:18])[NH:9]2)=[CH:7][CH:8]=1, predict the reactants needed to synthesize it.